Dataset: TCR-epitope binding with 47,182 pairs between 192 epitopes and 23,139 TCRs. Task: Binary Classification. Given a T-cell receptor sequence (or CDR3 region) and an epitope sequence, predict whether binding occurs between them. (1) The epitope is IPRRNVATL. The TCR CDR3 sequence is CSVERVDSYEQYF. Result: 1 (the TCR binds to the epitope). (2) The epitope is VLWAHGFEL. The TCR CDR3 sequence is CASSPIDSFTYNEQFF. Result: 1 (the TCR binds to the epitope). (3) The epitope is YFPLQSYGF. The TCR CDR3 sequence is RASSLYRDTYEQYF. Result: 1 (the TCR binds to the epitope). (4) The epitope is HPVGEADYFEY. The TCR CDR3 sequence is CASTGGSGYTF. Result: 0 (the TCR does not bind to the epitope). (5) The epitope is KLNVGDYFV. The TCR CDR3 sequence is CSVEGGTSGSYEQYF. Result: 0 (the TCR does not bind to the epitope). (6) The epitope is SSTFNVPMEKLK. The TCR CDR3 sequence is CASSEANSPSYEQYF. Result: 0 (the TCR does not bind to the epitope). (7) The epitope is YIFFASFYY. The TCR CDR3 sequence is CASRQGPGTSGYNEQFF. Result: 0 (the TCR does not bind to the epitope). (8) The epitope is IPSINVHHY. The TCR CDR3 sequence is CASSPALDAQYF. Result: 1 (the TCR binds to the epitope). (9) The epitope is IYSKHTPINL. The TCR CDR3 sequence is CSVASGAHEQYF. Result: 0 (the TCR does not bind to the epitope). (10) The epitope is VVYRGTTTY. The TCR CDR3 sequence is CASSLIGDEQFF. Result: 0 (the TCR does not bind to the epitope).